Dataset: Forward reaction prediction with 1.9M reactions from USPTO patents (1976-2016). Task: Predict the product of the given reaction. (1) Given the reactants [O:1]1[C:9]2[CH:8]([OH:10])[CH2:7][NH:6][CH2:5][C:4]=2[CH:3]=[CH:2]1.[Br:11][C:12]1[CH:17]=[CH:16][CH:15]=[CH:14][C:13]=1F, predict the reaction product. The product is: [Br:11][C:12]1[CH:17]=[CH:16][CH:15]=[CH:14][C:13]=1[O:10][CH:8]1[CH2:7][NH:6][CH2:5][C:4]2[CH:3]=[CH:2][O:1][C:9]1=2. (2) Given the reactants [NH2:1][C:2]1[CH:9]=[C:8]([NH:10][CH2:11][CH2:12][O:13][CH3:14])[C:5]([C:6]#[N:7])=[CH:4][N:3]=1.N1([C:20](N2C=NC=N2)=[O:21])C=NC=N1.[CH3:27][O:28][CH:29]([O:48][CH3:49])[C:30]1[C:39]([CH2:40][N:41]2[CH2:46][CH2:45][S:44][CH2:43][C:42]2=[O:47])=[CH:38][C:37]2[CH2:36][CH2:35][CH2:34][NH:33][C:32]=2[N:31]=1, predict the reaction product. The product is: [C:6]([C:5]1[C:8]([NH:10][CH2:11][CH2:12][O:13][CH3:14])=[CH:9][C:2]([NH:1][C:20]([N:33]2[C:32]3[C:37](=[CH:38][C:39]([CH2:40][N:41]4[CH2:46][CH2:45][S:44][CH2:43][C:42]4=[O:47])=[C:30]([CH:29]([O:48][CH3:49])[O:28][CH3:27])[N:31]=3)[CH2:36][CH2:35][CH2:34]2)=[O:21])=[N:3][CH:4]=1)#[N:7]. (3) The product is: [F:1][C:2]1[CH:7]=[C:6](/[CH:8]=[CH:9]/[C:10]([O:12][CH3:13])=[O:11])[CH:5]=[C:4]([F:14])[C:3]=1[CH:15]=[O:20]. Given the reactants [F:1][C:2]1[CH:7]=[C:6](/[CH:8]=[CH:9]/[C:10]([O:12][CH3:13])=[O:11])[CH:5]=[C:4]([F:14])[C:3]=1[CH:15]([OH:20])S([O-])(=O)=O.[Na+].C(=O)([O-])[O-].[K+].[K+].O, predict the reaction product. (4) Given the reactants [CH2:1]([CH:3]([C:6]1[C:7]2[N:8]([CH:13]=[C:14]([C:16]([F:19])([F:18])[F:17])[N:15]=2)[N:9]=[C:10]([CH3:12])[CH:11]=1)[CH2:4][CH3:5])[CH3:2].Br[C:21]1[S:25][C:24]2[CH:26]=[CH:27][C:28]([F:30])=[CH:29][C:23]=2[C:22]=1[CH3:31].C([O-])([O-])=O.[Cs+].[Cs+].C1C=CC(P(C2C=CC=CC=2)C2C=CC=CC=2)=CC=1, predict the reaction product. The product is: [CH2:1]([CH:3]([C:6]1[C:7]2[N:8]([C:13]([C:21]3[S:25][C:24]4[CH:26]=[CH:27][C:28]([F:30])=[CH:29][C:23]=4[C:22]=3[CH3:31])=[C:14]([C:16]([F:18])([F:19])[F:17])[N:15]=2)[N:9]=[C:10]([CH3:12])[CH:11]=1)[CH2:4][CH3:5])[CH3:2]. (5) Given the reactants [CH2:1](C1C2C(=CC=CC=2)NC=1)[C:2]1[C:10]2[C:5](=[CH:6][CH:7]=[CH:8][CH:9]=2)[NH:4][CH:3]=1.C(O[CH2:28][CH3:29])(OCC)OCC, predict the reaction product. The product is: [CH:7]1[CH:8]=[CH:9][CH:10]=[C:5]2[N:4]=[C:3]3[CH:1]=[C:2]4[C:3](=[N:4][C:5]5[C:10]4=[CH:9][CH:8]=[CH:7][CH:6]=5)[CH:29]=[C:28]3[C:6]=12. (6) Given the reactants [CH2:1]([N:3]1[CH2:8][CH2:7][N:6]([C:9]2[CH:14]=[CH:13][C:12]([NH:15][C:16]3[CH:21]=[C:20]([NH:22][CH3:23])[N:19]=[CH:18][N:17]=3)=[C:11]([N+:24]([O-:26])=[O:25])[CH:10]=2)[CH2:5][CH2:4]1)[CH3:2].[H-].[Na+].[Cl:29][C:30]1[C:35]([N:36]=[C:37]=[O:38])=[C:34]([Cl:39])[C:33]([O:40][CH3:41])=[CH:32][C:31]=1[O:42][CH3:43].[NH4+].[Cl-], predict the reaction product. The product is: [Cl:29][C:30]1[C:31]([O:42][CH3:43])=[CH:32][C:33]([O:40][CH3:41])=[C:34]([Cl:39])[C:35]=1[NH:36][C:37](=[O:38])[N:22]([C:20]1[CH:21]=[C:16]([NH:15][C:12]2[CH:13]=[CH:14][C:9]([N:6]3[CH2:7][CH2:8][N:3]([CH2:1][CH3:2])[CH2:4][CH2:5]3)=[CH:10][C:11]=2[N+:24]([O-:26])=[O:25])[N:17]=[CH:18][N:19]=1)[CH3:23]. (7) Given the reactants [CH2:1]([O:8][C:9]1[CH:10]=[C:11]([CH:53]=[CH:54][CH:55]=1)[O:12][C:13]1[CH:18]=[CH:17][C:16]([CH2:19][CH2:20][CH2:21][C:22]([NH:44][C:45]([O:47][C:48]([CH3:51])([CH3:50])[CH3:49])=[O:46])([CH2:25][O:26][Si:27]([C:40]([CH3:43])([CH3:42])[CH3:41])([C:34]2[CH:39]=[CH:38][CH:37]=[CH:36][CH:35]=2)[C:28]2[CH:33]=[CH:32][CH:31]=[CH:30][CH:29]=2)[CH2:23][OH:24])=[C:15]([Cl:52])[CH:14]=1)[C:2]1[CH:7]=[CH:6][CH:5]=[CH:4][CH:3]=1.[Cr](O[Cr]([O-])(=O)=O)([O-])(=O)=O.[NH+]1C=CC=CC=1.[NH+]1C=CC=CC=1.O, predict the reaction product. The product is: [CH2:1]([O:8][C:9]1[CH:10]=[C:11]([CH:53]=[CH:54][CH:55]=1)[O:12][C:13]1[CH:18]=[CH:17][C:16]([CH2:19][CH2:20][CH2:21][C:22]([NH:44][C:45]([O:47][C:48]([CH3:50])([CH3:49])[CH3:51])=[O:46])([CH2:25][O:26][Si:27]([C:40]([CH3:42])([CH3:43])[CH3:41])([C:34]2[CH:35]=[CH:36][CH:37]=[CH:38][CH:39]=2)[C:28]2[CH:29]=[CH:30][CH:31]=[CH:32][CH:33]=2)[CH:23]=[O:24])=[C:15]([Cl:52])[CH:14]=1)[C:2]1[CH:3]=[CH:4][CH:5]=[CH:6][CH:7]=1. (8) Given the reactants [Br:1][C:2]1[CH:7]=[CH:6][C:5]([OH:8])=[CH:4][C:3]=1[F:9].OS(O)(=O)=O.[N+:15]([O-])([OH:17])=[O:16].O, predict the reaction product. The product is: [Br:1][C:2]1[C:3]([F:9])=[CH:4][C:5]([OH:8])=[C:6]([N+:15]([O-:17])=[O:16])[CH:7]=1. (9) Given the reactants [N:1]([C:4]1[CH:9]=[C:8]([Cl:10])[C:7]([O:11][CH3:12])=[CH:6][C:5]=1[O:13][CH3:14])=[N+:2]=[N-:3].C[O:16][C:17](=[O:28])[CH2:18][C:19]([C:21]1[CH:26]=[CH:25][C:24]([F:27])=[CH:23][CH:22]=1)=O.[O-]CC.[Na+], predict the reaction product. The product is: [Cl:10][C:8]1[C:7]([O:11][CH3:12])=[CH:6][C:5]([O:13][CH3:14])=[C:4]([N:1]2[C:19]([C:21]3[CH:22]=[CH:23][C:24]([F:27])=[CH:25][CH:26]=3)=[C:18]([C:17]([OH:28])=[O:16])[N:3]=[N:2]2)[CH:9]=1.